Dataset: NCI-60 drug combinations with 297,098 pairs across 59 cell lines. Task: Regression. Given two drug SMILES strings and cell line genomic features, predict the synergy score measuring deviation from expected non-interaction effect. (1) Drug 1: CC1=C(C(CCC1)(C)C)C=CC(=CC=CC(=CC(=O)O)C)C. Drug 2: CN1C2=C(C=C(C=C2)N(CCCl)CCCl)N=C1CCCC(=O)O.Cl. Cell line: ACHN. Synergy scores: CSS=9.27, Synergy_ZIP=1.03, Synergy_Bliss=4.18, Synergy_Loewe=-6.80, Synergy_HSA=-2.08. (2) Drug 1: CCN(CC)CCNC(=O)C1=C(NC(=C1C)C=C2C3=C(C=CC(=C3)F)NC2=O)C. Drug 2: CN1C2=C(C=C(C=C2)N(CCCl)CCCl)N=C1CCCC(=O)O.Cl. Cell line: U251. Synergy scores: CSS=13.4, Synergy_ZIP=-1.04, Synergy_Bliss=0.245, Synergy_Loewe=8.14, Synergy_HSA=4.56.